From a dataset of Reaction yield outcomes from USPTO patents with 853,638 reactions. Predict the reaction yield, written as a fraction of the theoretical maximum amount of product (1.0 means a 100% yield; for example, 0.34 means a 34% yield). (1) The reactants are [C:1]([O:5][C:6]([NH:8][C@@H:9]([CH2:13][CH2:14][CH2:15][CH3:16])[C:10]([OH:12])=O)=[O:7])([CH3:4])([CH3:3])[CH3:2].CN1CCCCC1.ClC(OCC)=O.Cl.[CH3:31][NH:32][O:33][CH3:34]. The catalyst is ClCCl. The product is [CH3:34][O:33][N:32]([CH3:31])[C:10]([C@@H:9]([NH:8][C:6](=[O:7])[O:5][C:1]([CH3:2])([CH3:3])[CH3:4])[CH2:13][CH2:14][CH2:15][CH3:16])=[O:12]. The yield is 1.06. (2) The reactants are Cl[C:2]1[CH:7]=[C:6]([N:8]2[CH2:13][CH2:12][CH2:11][CH2:10][CH2:9]2)[CH:5]=[C:4]([Cl:14])[N:3]=1.CC(C)([O-])C.[K+].C1C=CC(P(C2C(C3C(P(C4C=CC=CC=4)C4C=CC=CC=4)=CC=C4C=3C=CC=C4)=C3C(C=CC=C3)=CC=2)C2C=CC=CC=2)=CC=1.[NH2:67][C:68]1[CH:73]=[CH:72][C:71]([S:74]([NH:77][CH3:78])(=[O:76])=[O:75])=[CH:70][CH:69]=1. The catalyst is C1(C)C=CC=CC=1.C([O-])(=O)C.[Pd+2].C([O-])(=O)C.O. The product is [Cl:14][C:4]1[N:3]=[C:2]([NH:67][C:68]2[CH:73]=[CH:72][C:71]([S:74]([NH:77][CH3:78])(=[O:76])=[O:75])=[CH:70][CH:69]=2)[CH:7]=[C:6]([N:8]2[CH2:13][CH2:12][CH2:11][CH2:10][CH2:9]2)[CH:5]=1. The yield is 0.350.